From a dataset of Catalyst prediction with 721,799 reactions and 888 catalyst types from USPTO. Predict which catalyst facilitates the given reaction. (1) Reactant: [NH2:1][C:2]1[CH:3]=[CH:4][C:5]([CH3:10])=[C:6]([CH:9]=1)[C:7]#[N:8].[N:11]([O-])=O.[Na+].[Cl:15][Sn]Cl. Product: [ClH:15].[NH:1]([C:2]1[CH:3]=[CH:4][C:5]([CH3:10])=[C:6]([CH:9]=1)[C:7]#[N:8])[NH2:11]. The catalyst class is: 126. (2) Reactant: [C:1]([N:8]([CH3:16])[C@H:9]1[CH2:14][CH2:13][C@H:12]([NH2:15])[CH2:11][CH2:10]1)([O:3][C:4]([CH3:7])([CH3:6])[CH3:5])=[O:2].[CH2:17]([O:19][C:20]1[CH:25]=[CH:24][C:23]([B:26]([OH:28])[OH:27])=[CH:22][C:21]=1[CH:29]=O)[CH3:18].CC(O)=O.C(O[BH-](OC(=O)C)OC(=O)C)(=O)C.[Na+]. Product: [C:1]([N:8]([CH3:16])[CH:9]1[CH2:10][CH2:11][CH:12]([NH:15][CH2:29][C:21]2[CH:22]=[C:23]([B:26]([OH:27])[OH:28])[CH:24]=[CH:25][C:20]=2[O:19][CH2:17][CH3:18])[CH2:13][CH2:14]1)([O:3][C:4]([CH3:7])([CH3:6])[CH3:5])=[O:2]. The catalyst class is: 182. (3) The catalyst class is: 3. Product: [Br:1][C:2]1[CH:3]=[CH:4][C:5]([O:10][CH2:22][CH2:23][C:24]([CH3:27])([CH3:26])[CH3:25])=[C:6]([CH:9]=1)[C:7]#[N:8]. Reactant: [Br:1][C:2]1[CH:3]=[CH:4][C:5]([OH:10])=[C:6]([CH:9]=1)[C:7]#[N:8].C(=O)([O-])[O-].[K+].[K+].CS(O[CH2:22][CH2:23][C:24]([CH3:27])([CH3:26])[CH3:25])(=O)=O. (4) Reactant: C([C@@H]1CO[C:10](=O)[N:9]1[C:14](=[O:33])[C@H:15]([CH2:19][C:20]1[C:25]([Cl:26])=[CH:24][C:23]([C:27]([F:30])([F:29])[F:28])=[C:22]([F:31])[C:21]=1[F:32])[CH2:16]C=O)C1C=CC=CC=1.[N:34]1[NH:35][CH:36]=[C:37]2[C:42]=1[CH2:41][CH2:40][CH:39](N)[CH2:38]2.CC(O)=O.C(O[BH-](OC(=O)C)OC(=O)C)(=O)C.[Na+]. Product: [Cl:26][C:25]1[C:20]([CH2:19][C@@H:15]2[CH2:16][CH2:10][N:9]([CH:39]3[CH2:40][CH2:41][C:42]4[C:37](=[CH:36][NH:35][N:34]=4)[CH2:38]3)[C:14]2=[O:33])=[C:21]([F:32])[C:22]([F:31])=[C:23]([C:27]([F:30])([F:28])[F:29])[CH:24]=1. The catalyst class is: 61. (5) Reactant: Br[CH2:2][C:3]1[CH:8]=[CH:7][CH:6]=[CH:5][C:4]=1/[C:9](=[CH:14]\[O:15][CH3:16])/[C:10]([O:12][CH3:13])=[O:11].[OH:17][C:18]1[CH:19]=[C:20]([OH:24])[CH:21]=[CH:22][CH:23]=1.C(=O)([O-])[O-].[K+].[K+]. Product: [OH:17][C:18]1[CH:19]=[C:20]([CH:21]=[CH:22][CH:23]=1)[O:24][CH2:2][C:3]1[CH:8]=[CH:7][CH:6]=[CH:5][C:4]=1/[C:9](=[CH:14]\[O:15][CH3:16])/[C:10]([O:12][CH3:13])=[O:11]. The catalyst class is: 10. (6) Reactant: [Br:1][C:2]1[N:22]=[C:5]2[CH:6]=[C:7]([NH:10][C:11]([C:13]3[N:17]([CH3:18])[N:16]=[CH:15][C:14]=3[C:19]([OH:21])=O)=[O:12])[CH:8]=[CH:9][N:4]2[N:3]=1.[NH:23]1[CH2:26][CH2:25][CH2:24]1.CCCP(=O)=O.C(N(CC)C(C)C)(C)C. Product: [Br:1][C:2]1[N:22]=[C:5]2[CH:6]=[C:7]([NH:10][C:11]([C:13]3[N:17]([CH3:18])[N:16]=[CH:15][C:14]=3[C:19]([N:23]3[CH2:26][CH2:25][CH2:24]3)=[O:21])=[O:12])[CH:8]=[CH:9][N:4]2[N:3]=1. The catalyst class is: 7.